Task: Predict the reactants needed to synthesize the given product.. Dataset: Full USPTO retrosynthesis dataset with 1.9M reactions from patents (1976-2016) (1) Given the product [O:18]1[C:27]2[C:22](=[CH:23][CH:24]=[CH:25][CH:26]=2)[CH2:21][CH2:20][CH:19]1[CH2:28][O:29][C:2]1[C:11]([N:12]2[CH2:17][CH2:16][NH:15][CH2:14][CH2:13]2)=[N:10][C:9]2[C:4](=[CH:5][CH:6]=[CH:7][CH:8]=2)[N:3]=1, predict the reactants needed to synthesize it. The reactants are: Cl[C:2]1[C:11]([N:12]2[CH2:17][CH2:16][NH:15][CH2:14][CH2:13]2)=[N:10][C:9]2[C:4](=[CH:5][CH:6]=[CH:7][CH:8]=2)[N:3]=1.[O:18]1[C:27]2[C:22](=[CH:23][CH:24]=[CH:25][CH:26]=2)[CH2:21][CH2:20][CH:19]1[CH2:28][OH:29].Cl. (2) Given the product [OH:11][C@H:10]([C:12]1[C:13]([CH3:22])=[C:14]2[C:15](=[CH:20][CH:21]=1)[C:16](=[O:19])[O:17][CH2:18]2)[CH2:9][N:6]1[CH2:7][CH2:8][C:4]([CH2:3][NH:2][C:30]2[CH:31]=[CH:32][C:33]([C:36]#[N:37])=[CH:34][N:35]=2)([CH3:23])[CH2:5]1, predict the reactants needed to synthesize it. The reactants are: Cl.[NH2:2][CH2:3][C:4]1([C:23]2C=CC=CC=2)[CH2:8][CH2:7][N:6]([CH2:9][C@@H:10]([C:12]2[CH:21]=[CH:20][C:15]3[C:16](=[O:19])[O:17][CH2:18][C:14]=3[C:13]=2[CH3:22])[OH:11])[CH2:5]1.Cl[C:30]1[N:35]=[CH:34][C:33]([C:36]#[N:37])=[CH:32][CH:31]=1. (3) Given the product [CH2:1]([C:2]1[CH:7]=[CH:6][N:5]=[C:4]([C:8]2[CH:13]=[C:12]([CH3:14])[CH:11]=[CH:10][N:9]=2)[CH:3]=1)[CH2:17][CH:15]=[CH2:16], predict the reactants needed to synthesize it. The reactants are: [CH3:1][C:2]1[CH:7]=[CH:6][N:5]=[C:4]([C:8]2[CH:13]=[C:12]([CH3:14])[CH:11]=[CH:10][N:9]=2)[CH:3]=1.[CH:15](NC(C)C)([CH3:17])[CH3:16].[Li].C(Br)C=C.O. (4) The reactants are: [F:1][C:2]1C=C[CH:5]=[CH:4][CH:3]=1.[Al+3].[Cl-:9].[Cl-:10].[Cl-:11].ClCl.O.[Cl:15][CH2:16][CH2:17][Cl:18]. Given the product [Cl:15][C:16]1[C:2]([F:1])=[C:3]([Cl:9])[C:4]([Cl:10])=[C:5]([Cl:11])[C:17]=1[Cl:18], predict the reactants needed to synthesize it. (5) Given the product [Br:1][C:2]1[C:3]([C:9]([F:12])([F:11])[F:10])=[CH:4][CH:5]=[CH:6][C:7]=1[O:23][CH2:22][O:19][CH3:18], predict the reactants needed to synthesize it. The reactants are: [Br:1][C:2]1[C:7](F)=[CH:6][CH:5]=[CH:4][C:3]=1[C:9]([F:12])([F:11])[F:10].CS(C[CH2:18][OH:19])(=O)=O.[H-].[Na+].[CH3:22][O:23]CCl. (6) Given the product [C:1]([O:5][C:6]([N:8]1[C@H:17]([C:18](=[O:19])[NH:62][C@H:46]([C:45]([O:44][CH3:43])=[O:63])[CH2:47][C:48]2[CH:49]=[CH:50][C:51]([C:54]3[CH:59]=[CH:58][N:57]=[C:56]([CH3:60])[C:55]=3[CH3:61])=[CH:52][CH:53]=2)[CH2:16][C:15]2[CH:14]=[C:13]3[O:21][CH2:22][C@@H:23]([C:25]4[CH:30]=[CH:29][C:28]([O:31][CH2:32][C:33]5[CH:38]=[CH:37][C:36]([Cl:39])=[C:35]([Cl:40])[CH:34]=5)=[CH:27][CH:26]=4)[O:24][C:12]3=[CH:11][C:10]=2[CH2:9]1)=[O:7])([CH3:4])([CH3:2])[CH3:3], predict the reactants needed to synthesize it. The reactants are: [C:1]([O:5][C:6]([N:8]1[C@H:17]([C:18](O)=[O:19])[CH2:16][C:15]2[CH:14]=[C:13]3[O:21][CH2:22][C@@H:23]([C:25]4[CH:30]=[CH:29][C:28]([O:31][CH2:32][C:33]5[CH:38]=[CH:37][C:36]([Cl:39])=[C:35]([Cl:40])[CH:34]=5)=[CH:27][CH:26]=4)[O:24][C:12]3=[CH:11][C:10]=2[CH2:9]1)=[O:7])([CH3:4])([CH3:3])[CH3:2].Cl.Cl.[CH3:43][O:44][C:45](=[O:63])[C@@H:46]([NH2:62])[CH2:47][C:48]1[CH:53]=[CH:52][C:51]([C:54]2[CH:59]=[CH:58][N:57]=[C:56]([CH3:60])[C:55]=2[CH3:61])=[CH:50][CH:49]=1.C1C=CC2N(O)N=NC=2C=1.CN1CCOCC1.